From a dataset of HIV replication inhibition screening data with 41,000+ compounds from the AIDS Antiviral Screen. Binary Classification. Given a drug SMILES string, predict its activity (active/inactive) in a high-throughput screening assay against a specified biological target. (1) The molecule is COc1cccc2c1C(=O)c1c(O)c3c(c(O)c1C2=O)CC(O)(C(C)=O)CC3OC1CC(N=[N+]=[N-])C(OC)C(C)O1. The result is 0 (inactive). (2) The drug is CC(C)=CCCC1(C)C2COC(=O)C21. The result is 0 (inactive). (3) The drug is CC1CC2NC(C)CC3NC(C)CC(N1)N32. The result is 0 (inactive). (4) The molecule is CNn1c(C)n[nH]c1=O. The result is 0 (inactive). (5) The drug is COc1ccc(C(=O)C=Cc2ccc(OCC(=O)O)cc2)cc1. The result is 0 (inactive). (6) The drug is COc1ccc(C=C2N=C(NN=CC(O)C(O)C(O)C(O)CO)NC2=O)cc1. The result is 0 (inactive). (7) The molecule is NC(=S)NN=C(CCC(=O)Nc1ccccc1[N+](=O)[O-])CC(=O)c1ccco1. The result is 0 (inactive). (8) The compound is ClC(Cl)(Cl)C1OCOC(C(Cl)(Cl)Cl)OCO1. The result is 0 (inactive). (9) The drug is Cl.Nc1ccc(OCC(O)N2C(=O)c3ccccc3C2=O)cc1. The result is 0 (inactive).